Dataset: Full USPTO retrosynthesis dataset with 1.9M reactions from patents (1976-2016). Task: Predict the reactants needed to synthesize the given product. (1) Given the product [Br:21][C:7]1[C:6]2[C:11](=[C:2]([F:1])[CH:3]=[C:4]([O:18][CH3:19])[CH:5]=2)[N:10]=[CH:9][C:8]=1[C:12]([O:14][CH2:15][CH3:16])=[O:13], predict the reactants needed to synthesize it. The reactants are: [F:1][C:2]1[CH:3]=[C:4]([O:18][CH3:19])[CH:5]=[C:6]2[C:11]=1[NH:10][CH:9]=[C:8]([C:12]([O:14][CH2:15][CH3:16])=[O:13])[C:7]2=O.P(Br)(Br)[Br:21].C(=O)([O-])O.[Na+]. (2) Given the product [F:1][C:2]1[CH:3]=[C:4]2[C:9](=[O:10])[NH:8][C:7]([C:11]3[CH:12]=[CH:13][C:14]([C:17]4([CH3:22])[CH2:18][CH2:19][CH2:20][O:21]4)=[CH:15][CH:16]=3)=[CH:6][N:5]2[CH:23]=1, predict the reactants needed to synthesize it. The reactants are: [F:1][C:2]1[CH:3]=[C:4]2[C:9](=[O:10])[NH:8][C:7]([C:11]3[CH:16]=[CH:15][C:14]([C:17](=[CH2:22])[CH2:18][CH2:19][CH2:20][OH:21])=[CH:13][CH:12]=3)=[CH:6][N:5]2[CH:23]=1.FC1C=C2C(=O)NC(C3C=CC(/C(/C)=C/CCO)=CC=3)=CN2C=1.